From a dataset of Reaction yield outcomes from USPTO patents with 853,638 reactions. Predict the reaction yield, written as a fraction of the theoretical maximum amount of product (1.0 means a 100% yield; for example, 0.34 means a 34% yield). The reactants are [C:1]([C:5]1[CH:10]=[CH:9][C:8]([C:11]2[S:12][CH:13]=[C:14]([C:17]([CH3:19])=O)[C:15]=2[OH:16])=[CH:7][CH:6]=1)([CH3:4])([CH3:3])[CH3:2].[NH:20]([C:22]([NH:24][C:25]1[CH:33]=[CH:32][C:28]([C:29]([OH:31])=[O:30])=[CH:27][CH:26]=1)=[S:23])[NH2:21].Cl. The catalyst is CN(C)C=O. The product is [C:1]([C:5]1[CH:10]=[CH:9][C:8]([C:11]2[S:12][CH:13]=[C:14]([C:17](=[N:21][NH:20][C:22]([NH:24][C:25]3[CH:33]=[CH:32][C:28]([C:29]([OH:31])=[O:30])=[CH:27][CH:26]=3)=[S:23])[CH3:19])[C:15]=2[OH:16])=[CH:7][CH:6]=1)([CH3:4])([CH3:3])[CH3:2]. The yield is 0.520.